From a dataset of Full USPTO retrosynthesis dataset with 1.9M reactions from patents (1976-2016). Predict the reactants needed to synthesize the given product. The reactants are: [F:1][C@H:2]1[CH2:6][N:5]([C:7]2([C:22]3[CH:27]=[CH:26][CH:25]=[CH:24][C:23]=3[O:28][CH3:29])[C:15]3[C:10](=[CH:11][CH:12]=[C:13]([O:16][C:17]([F:20])([F:19])[F:18])[CH:14]=3)[NH:9][C:8]2=[O:21])[C@H:4]([C:30]([N:32]([CH3:34])[CH3:33])=[O:31])[CH2:3]1.[CH3:35][O:36][C:37]1[CH:42]=[CH:41][C:40]([S:43](Cl)(=[O:45])=[O:44])=[C:39]([O:47][C:48]([F:51])([F:50])[F:49])[CH:38]=1. Given the product [F:1][C@H:2]1[CH2:6][N:5]([C:7]2([C:22]3[CH:27]=[CH:26][CH:25]=[CH:24][C:23]=3[O:28][CH3:29])[C:15]3[C:10](=[CH:11][CH:12]=[C:13]([O:16][C:17]([F:20])([F:19])[F:18])[CH:14]=3)[N:9]([S:43]([C:40]3[CH:41]=[CH:42][C:37]([O:36][CH3:35])=[CH:38][C:39]=3[O:47][C:48]([F:49])([F:50])[F:51])(=[O:45])=[O:44])[C:8]2=[O:21])[C@H:4]([C:30]([N:32]([CH3:33])[CH3:34])=[O:31])[CH2:3]1, predict the reactants needed to synthesize it.